Dataset: Peptide-MHC class I binding affinity with 185,985 pairs from IEDB/IMGT. Task: Regression. Given a peptide amino acid sequence and an MHC pseudo amino acid sequence, predict their binding affinity value. This is MHC class I binding data. (1) The peptide sequence is SVDVDIYDA. The MHC is HLA-A02:01 with pseudo-sequence HLA-A02:01. The binding affinity (normalized) is 0.123. (2) The peptide sequence is YICFQIGGY. The MHC is HLA-B57:01 with pseudo-sequence HLA-B57:01. The binding affinity (normalized) is 0.0847. (3) The peptide sequence is RRDYRRGL. The MHC is HLA-A01:01 with pseudo-sequence HLA-A01:01. The binding affinity (normalized) is 0.